Dataset: Full USPTO retrosynthesis dataset with 1.9M reactions from patents (1976-2016). Task: Predict the reactants needed to synthesize the given product. The reactants are: [NH:1]1[C:9]2[C:4](=[CH:5][CH:6]=[CH:7][CH:8]=2)[C:3]([OH:10])=[N:2]1.[N:11]([CH2:14][C:15]1[CH:20]=[CH:19][CH:18]=[CH:17][C:16]=1[CH3:21])=[C:12]=[O:13]. Given the product [CH3:21][C:16]1[CH:17]=[CH:18][CH:19]=[CH:20][C:15]=1[CH2:14][NH:11][C:12]([N:1]1[C:9]2[C:4](=[CH:5][CH:6]=[CH:7][CH:8]=2)[C:3](=[O:10])[N:2]1[C:12]([NH:11][CH2:14][C:15]1[CH:20]=[CH:19][CH:18]=[CH:17][C:16]=1[CH3:21])=[O:13])=[O:13], predict the reactants needed to synthesize it.